From a dataset of NCI-60 drug combinations with 297,098 pairs across 59 cell lines. Regression. Given two drug SMILES strings and cell line genomic features, predict the synergy score measuring deviation from expected non-interaction effect. Drug 1: CC1=C(C=C(C=C1)NC(=O)C2=CC=C(C=C2)CN3CCN(CC3)C)NC4=NC=CC(=N4)C5=CN=CC=C5. Drug 2: C1CN(CCN1C(=O)CCBr)C(=O)CCBr. Cell line: SW-620. Synergy scores: CSS=11.8, Synergy_ZIP=5.55, Synergy_Bliss=0.0729, Synergy_Loewe=-5.75, Synergy_HSA=-7.04.